Dataset: Catalyst prediction with 721,799 reactions and 888 catalyst types from USPTO. Task: Predict which catalyst facilitates the given reaction. (1) Reactant: C(OC(=O)[NH:7][C:8]1[CH:13]=[CH:12][C:11]([C:14]2[CH:15]=[N:16][C:17]([O:20][C@@H:21]3[CH:26]4[CH2:27][CH2:28][N:23]([CH2:24][CH2:25]4)[CH2:22]3)=[N:18][CH:19]=2)=[CH:10][C:9]=1[N+:29]([O-:31])=[O:30])(C)(C)C.Cl. Product: [N:23]12[CH2:28][CH2:27][CH:26]([CH2:25][CH2:24]1)[C@@H:21]([O:20][C:17]1[N:16]=[CH:15][C:14]([C:11]3[CH:12]=[CH:13][C:8]([NH2:7])=[C:9]([N+:29]([O-:31])=[O:30])[CH:10]=3)=[CH:19][N:18]=1)[CH2:22]2. The catalyst class is: 14. (2) Reactant: [C:1]([O:5][C:6](=[O:38])[C@@H:7]([NH:12][C:13](=[O:37])[CH2:14][CH2:15][CH2:16][CH2:17][CH2:18][CH2:19][CH2:20][CH2:21][CH2:22][CH2:23][CH2:24][CH2:25][CH2:26][CH2:27][CH2:28][CH2:29][C:30]([O:32][C:33]([CH3:36])([CH3:35])[CH3:34])=[O:31])[CH2:8][C:9]([OH:11])=O)([CH3:4])([CH3:3])[CH3:2].CCN(C(C)C)C(C)C.CN(C(ON1N=NC2C=CC=NC1=2)=[N+](C)C)C.F[P-](F)(F)(F)(F)F.[N:72]([CH2:75][CH2:76][O:77][CH2:78][CH2:79][O:80][CH2:81][CH2:82][O:83][CH2:84][CH2:85][NH2:86])=[N+:73]=[N-:74]. Product: [N:72]([CH2:75][CH2:76][O:77][CH2:78][CH2:79][O:80][CH2:81][CH2:82][O:83][CH2:84][CH2:85][NH:86][C:9](=[O:11])[CH2:8][C@@H:7]([C:6]([O:5][C:1]([CH3:2])([CH3:3])[CH3:4])=[O:38])[NH:12][C:13](=[O:37])[CH2:14][CH2:15][CH2:16][CH2:17][CH2:18][CH2:19][CH2:20][CH2:21][CH2:22][CH2:23][CH2:24][CH2:25][CH2:26][CH2:27][CH2:28][CH2:29][C:30]([O:32][C:33]([CH3:36])([CH3:35])[CH3:34])=[O:31])=[N+:73]=[N-:74]. The catalyst class is: 3. (3) Reactant: [C-:1]#[N:2].[K+].Br[CH2:5][C:6]1[CH:11]=[CH:10][C:9]([F:12])=[C:8]([O:13][CH2:14][C:15]([F:18])([F:17])[F:16])[CH:7]=1.O. Product: [F:12][C:9]1[CH:10]=[CH:11][C:6]([CH2:5][C:1]#[N:2])=[CH:7][C:8]=1[O:13][CH2:14][C:15]([F:18])([F:17])[F:16]. The catalyst class is: 16. (4) Reactant: [N+:1]([C:4]1[CH:9]=[CH:8][C:7]([N:10]2[CH2:13][C:12]3([CH2:18][CH2:17][O:16][CH2:15][CH2:14]3)[CH2:11]2)=[CH:6][CH:5]=1)([O-])=O. Product: [CH2:11]1[C:12]2([CH2:18][CH2:17][O:16][CH2:15][CH2:14]2)[CH2:13][N:10]1[C:7]1[CH:8]=[CH:9][C:4]([NH2:1])=[CH:5][CH:6]=1. The catalyst class is: 29. (5) Reactant: [S:1]1[CH:5]=[CH:4][CH:3]=[C:2]1[CH:6]=O.C[Si](C)(C)[NH:10][Si](C)(C)C.[Li].[CH3:18][C:19]1[CH:20]=[C:21]([CH:25]=[C:26]([CH3:28])[CH:27]=1)[CH2:22][Mg]Cl. Product: [CH3:18][C:19]1[CH:20]=[C:21]([CH2:22][CH:6]([NH2:10])[C:2]2[S:1][CH:5]=[CH:4][CH:3]=2)[CH:25]=[C:26]([CH3:28])[CH:27]=1. The catalyst class is: 359.